Predict the product of the given reaction. From a dataset of Forward reaction prediction with 1.9M reactions from USPTO patents (1976-2016). (1) Given the reactants [F:1][C:2]([F:13])([C:6]1[N:11]=[CH:10][C:9]([F:12])=[CH:8][N:7]=1)[C:3]([O-:5])=[O:4].[Na+].Cl, predict the reaction product. The product is: [F:13][C:2]([F:1])([C:6]1[N:11]=[CH:10][C:9]([F:12])=[CH:8][N:7]=1)[C:3]([OH:5])=[O:4]. (2) Given the reactants [CH3:1][N:2]1[CH:7]=[C:6](B2OC(C)(C)C(C)(C)O2)[CH:5]=[C:4]([NH:17][C:18]2[CH:23]=[CH:22][N:21]=[CH:20][N:19]=2)[C:3]1=[O:24].[C:25]([O:28][CH2:29][C:30]1[C:35]([N:36]2[CH2:47][CH2:46][N:45]3[C:38](=[CH:39][C:40]4[CH2:41][C:42]([CH3:49])([CH3:48])[CH2:43][C:44]=43)[C:37]2=[O:50])=[CH:34][C:33]([F:51])=[CH:32][C:31]=1Br)(=[O:27])[CH3:26].COCCOC.C(=O)([O-])[O-].[Na+].[Na+], predict the reaction product. The product is: [F:51][C:33]1[CH:32]=[C:31]([C:6]2[CH:5]=[C:4]([NH:17][C:18]3[CH:23]=[CH:22][N:21]=[CH:20][N:19]=3)[C:3](=[O:24])[N:2]([CH3:1])[CH:7]=2)[C:30]([CH2:29][O:28][C:25](=[O:27])[CH3:26])=[C:35]([N:36]2[CH2:47][CH2:46][N:45]3[C:38](=[CH:39][C:40]4[CH2:41][C:42]([CH3:48])([CH3:49])[CH2:43][C:44]=43)[C:37]2=[O:50])[CH:34]=1. (3) Given the reactants [C:1](/[C:3](=[C:5]1/[C:6]2[CH:25]=[CH:24][CH:23]=[CH:22][C:7]=2[O:8][CH2:9][C:10]2[C:15]/1=[CH:14][CH:13]=[C:12]([C:16](OCCC)=[O:17])[N:11]=2)/[CH3:4])#[N:2].C(C1C2C=CC(C(OCCC)=O)=CC=2/C(=C\C2CC2)/OC2C=CC=CC1=2)#N.C(C1C2C=CC(C(OCCC)=O)=CC=2/C(=C/C2CC2)/OC2C=CC=CC1=2)#N, predict the reaction product. The product is: [OH:17][CH2:16][C:12]1[N:11]=[C:10]2[CH2:9][O:8][C:7]3[CH:22]=[CH:23][CH:24]=[CH:25][C:6]=3/[C:5](=[C:3](\[CH3:4])/[C:1]#[N:2])/[C:15]2=[CH:14][CH:13]=1. (4) The product is: [N:1]1([C:11]([C:13]2[CH:17]=[C:16]([CH:18]3[CH2:19][CH2:20][N:21]([C:29]([NH2:28])=[O:30])[CH2:22][CH2:23]3)[S:15][CH:14]=2)=[O:12])[C@@H:10]2[C@@H:5]([CH2:6][CH2:7][CH2:8][CH2:9]2)[CH2:4][CH2:3][CH2:2]1. Given the reactants [N:1]1([C:11]([C:13]2[CH:17]=[C:16]([CH:18]3[CH2:23][CH2:22][NH:21][CH2:20][CH2:19]3)[S:15][CH:14]=2)=[O:12])[C@@H:10]2[C@@H:5]([CH2:6][CH2:7][CH2:8][CH2:9]2)[CH2:4][CH2:3][CH2:2]1.C[Si]([N:28]=[C:29]=[O:30])(C)C, predict the reaction product. (5) Given the reactants [N:1]([C@@H:4]1[C@@H:13]([CH3:14])[O:12][C@H:7]([O:8][CH2:9][CH:10]=[CH2:11])[C@@H:6]([OH:15])[C@H:5]1[OH:16])=[N+:2]=[N-:3].[C:17](OCC)(OCC)([O:19]CC)[CH3:18].C1(C)C=CC(S(O)(=O)=O)=CC=1.C(N(CC)CC)C, predict the reaction product. The product is: [C:17]([O:15][C@H:6]1[C@@H:5]([OH:16])[C@H:4]([N:1]=[N+:2]=[N-:3])[C@@H:13]([CH3:14])[O:12][C@@H:7]1[O:8][CH2:9][CH:10]=[CH2:11])(=[O:19])[CH3:18]. (6) Given the reactants [C:1]([NH:5][C:6]1[CH:11]=[CH:10][C:9]([N:12]2[CH2:17][CH2:16][O:15][CH2:14][CH2:13]2)=[C:8]([F:18])[CH:7]=1)(OC)=[O:2], predict the reaction product. The product is: [F:18][C:8]1[CH:7]=[C:6]([N:5]=[C:1]=[O:2])[CH:11]=[CH:10][C:9]=1[N:12]1[CH2:17][CH2:16][O:15][CH2:14][CH2:13]1.